Dataset: Aqueous solubility values for 9,982 compounds from the AqSolDB database. Task: Regression/Classification. Given a drug SMILES string, predict its absorption, distribution, metabolism, or excretion properties. Task type varies by dataset: regression for continuous measurements (e.g., permeability, clearance, half-life) or binary classification for categorical outcomes (e.g., BBB penetration, CYP inhibition). For this dataset (solubility_aqsoldb), we predict Y. (1) The compound is CC(C)(C)CCCO. The Y is -1.54 log mol/L. (2) The drug is OC(c1ccccc1)(c1ccccc1)C1CCCCN1. The Y is -1.90 log mol/L. (3) The Y is -1.76 log mol/L. The drug is CSc1ncnc2nccnc12. (4) The compound is NC(=O)CC[C@H](N)C(=O)O. The Y is -0.548 log mol/L. (5) The drug is CCCCCCCCCCCCCCN(C)C. The Y is -3.94 log mol/L. (6) The molecule is CN(C)P(=O)(F)N(C)C. The Y is 0.812 log mol/L. (7) The molecule is CC(CCN)CC(C)(C)CN. The Y is 0.478 log mol/L. (8) The drug is CCCCCCCC(CC)CCCC(CC)CCCC.CCCCCCCCCCCCCCCCCCCC.c1ccc2cc3ccccc3cc2c1. The Y is -6.27 log mol/L. (9) The compound is Nc1nc(=O)[nH]cc1F. The Y is -0.972 log mol/L. (10) The drug is CCCCCCCCCCCCCCCCCC(=O)OCCCCCCCCCCCCCC. The Y is -8.98 log mol/L.